From a dataset of Full USPTO retrosynthesis dataset with 1.9M reactions from patents (1976-2016). Predict the reactants needed to synthesize the given product. (1) Given the product [CH3:9][N:10]1[CH:14]=[C:13]([C:15]2[CH:16]=[CH:17][C:18]3[N:19]([C:21]([C:24]4([C:26]5[CH:27]=[C:28]6[C:33](=[CH:34][CH:35]=5)[N:32]=[CH:31][CH:30]=[CH:29]6)[CH2:4][CH2:25]4)=[CH:22][N:23]=3)[N:20]=2)[CH:12]=[N:11]1, predict the reactants needed to synthesize it. The reactants are: [H-].[Na+].[Cl-].[CH3:4][S+](C)(C)=O.[CH3:9][N:10]1[CH:14]=[C:13]([C:15]2[CH:16]=[CH:17][C:18]3[N:19]([C:21]([C:24]([C:26]4[CH:27]=[C:28]5[C:33](=[CH:34][CH:35]=4)[N:32]=[CH:31][CH:30]=[CH:29]5)=[CH2:25])=[CH:22][N:23]=3)[N:20]=2)[CH:12]=[N:11]1.[OH-].[Na+]. (2) Given the product [C:10]([C:12]1[CH:13]=[CH:14][C:15]([O:19][CH:20]([F:22])[F:21])=[C:16]([OH:7])[CH:17]=1)#[N:11], predict the reactants needed to synthesize it. The reactants are: C[Si](C([OH:7])C)(C)C.[H-].[Na+].[C:10]([C:12]1[CH:13]=[CH:14][C:15]([O:19][CH:20]([F:22])[F:21])=[C:16](F)[CH:17]=1)#[N:11]. (3) Given the product [N+:1]([CH2:3][C:4]([N:8]1[CH2:13][CH2:12][CH2:11][CH2:10][CH2:9]1)=[O:6])#[C-:2], predict the reactants needed to synthesize it. The reactants are: [N+:1]([CH2:3][C:4]([O:6]C)=O)#[C-:2].[NH:8]1[CH2:13][CH2:12][CH2:11][CH2:10][CH2:9]1. (4) The reactants are: [Cl:1][C:2]1[CH:7]=[C:6](Cl)[N:5]2[N:9]=[CH:10][CH:11]=[C:4]2[N:3]=1.[CH2:12]([SH:19])[C:13]1[CH:18]=[CH:17][CH:16]=[CH:15][CH:14]=1.C(N(CC)CC)C.C(#N)C. Given the product [CH2:12]([S:19][C:6]1[N:5]2[N:9]=[CH:10][CH:11]=[C:4]2[N:3]=[C:2]([Cl:1])[CH:7]=1)[C:13]1[CH:18]=[CH:17][CH:16]=[CH:15][CH:14]=1, predict the reactants needed to synthesize it.